From a dataset of Forward reaction prediction with 1.9M reactions from USPTO patents (1976-2016). Predict the product of the given reaction. (1) Given the reactants [Cl:1][C:2]1[C:3]([F:35])=[C:4]([CH2:12][N:13]2[CH2:18][CH2:17][CH:16]([CH2:19][O:20][C:21]3[C:30]([CH:31]4[CH2:33][CH2:32]4)=[CH:29][C:24]([C:25]([O:27]C)=[O:26])=[C:23]([F:34])[CH:22]=3)[CH2:15][CH2:14]2)[CH:5]=[C:6]([C:8]([F:11])([F:10])[F:9])[CH:7]=1.[OH-].[K+].O, predict the reaction product. The product is: [Cl:1][C:2]1[C:3]([F:35])=[C:4]([CH2:12][N:13]2[CH2:14][CH2:15][CH:16]([CH2:19][O:20][C:21]3[C:30]([CH:31]4[CH2:32][CH2:33]4)=[CH:29][C:24]([C:25]([OH:27])=[O:26])=[C:23]([F:34])[CH:22]=3)[CH2:17][CH2:18]2)[CH:5]=[C:6]([C:8]([F:11])([F:9])[F:10])[CH:7]=1. (2) Given the reactants [NH:1]1[CH2:4][CH:3]([CH2:5][O:6][C:7]2[C:16]([CH:17]3[CH2:19][CH2:18]3)=[CH:15][C:10]([C:11]([O:13][CH3:14])=[O:12])=[C:9]([F:20])[CH:8]=2)[CH2:2]1.[Cl:21][C:22]1[CH:27]=[CH:26][C:25]([CH:28](Cl)[C:29]2[CH:34]=[CH:33][CH:32]=[CH:31][CH:30]=2)=[CH:24][CH:23]=1.C(=O)([O-])[O-].[K+].[K+].[I-].[Na+], predict the reaction product. The product is: [Cl:21][C:22]1[CH:23]=[CH:24][C:25]([CH:28]([C:29]2[CH:30]=[CH:31][CH:32]=[CH:33][CH:34]=2)[N:1]2[CH2:4][CH:3]([CH2:5][O:6][C:7]3[C:16]([CH:17]4[CH2:19][CH2:18]4)=[CH:15][C:10]([C:11]([O:13][CH3:14])=[O:12])=[C:9]([F:20])[CH:8]=3)[CH2:2]2)=[CH:26][CH:27]=1. (3) The product is: [CH2:6]([O:5][C:3](=[O:4])[CH:2]([S:21][C:18]1[CH:19]=[CH:20][C:15]([O:14][CH3:13])=[CH:16][CH:17]=1)[CH2:8][CH2:9][CH2:10][CH2:11][CH3:12])[CH3:7]. Given the reactants Br[CH:2]([CH2:8][CH2:9][CH2:10][CH2:11][CH3:12])[C:3]([O:5][CH2:6][CH3:7])=[O:4].[CH3:13][O:14][C:15]1[CH:20]=[CH:19][C:18]([SH:21])=[CH:17][CH:16]=1, predict the reaction product.